The task is: Predict the reaction yield, written as a fraction of the theoretical maximum amount of product (1.0 means a 100% yield; for example, 0.34 means a 34% yield).. This data is from Reaction yield outcomes from USPTO patents with 853,638 reactions. (1) The reactants are [CH3:1][C:2]1[O:6][N:5]=[C:4]([C:7]2[CH:12]=[CH:11][N:10]=[CH:9][N:8]=2)[C:3]=1[CH2:13][O:14][C:15]1[CH:23]=[CH:22][C:18]([C:19]([OH:21])=O)=[CH:17][N:16]=1.[CH2:24]([NH2:26])[CH3:25]. No catalyst specified. The product is [CH2:24]([NH:26][C:19](=[O:21])[C:18]1[CH:22]=[CH:23][C:15]([O:14][CH2:13][C:3]2[C:4]([C:7]3[CH:12]=[CH:11][N:10]=[CH:9][N:8]=3)=[N:5][O:6][C:2]=2[CH3:1])=[N:16][CH:17]=1)[CH3:25]. The yield is 0.780. (2) The reactants are [Cl:1][C:2]1[CH:3]=[C:4]([C:8]([CH3:12])([CH3:11])[CH:9]=[O:10])[CH:5]=[CH:6][CH:7]=1.[CH3:13][Mg+].[Br-]. The catalyst is C1COCC1. The product is [Cl:1][C:2]1[CH:3]=[C:4]([C:8]([CH3:12])([CH3:11])[CH:9]([OH:10])[CH3:13])[CH:5]=[CH:6][CH:7]=1. The yield is 0.780. (3) The reactants are Br[C:2]1[C:7](=[O:8])[N:6]([CH2:9][C:10]2[CH:15]=[CH:14][C:13]([C:16]3[C:17]([C:22]#[N:23])=[CH:18][CH:19]=[CH:20][CH:21]=3)=[CH:12][CH:11]=2)[C:5]([CH2:24][CH2:25][CH2:26][CH3:27])=[N:4][C:3]=1[CH:28]1[CH2:30][CH2:29]1.[Si:31]([O:38][CH2:39][C:40]([CH3:52])([CH3:51])[O:41][C:42]1[CH:47]=[CH:46][C:45](B(O)O)=[CH:44][CH:43]=1)([C:34]([CH3:37])([CH3:36])[CH3:35])([CH3:33])[CH3:32].C(=O)([O-])[O-].[Cs+].[Cs+].O1CCOCC1. The catalyst is C(OCC)(=O)C.C1C=CC(P(C2C=CC=CC=2)[C-]2C=CC=C2)=CC=1.C1C=CC(P(C2C=CC=CC=2)[C-]2C=CC=C2)=CC=1.Cl[Pd]Cl.[Fe+2].ClCCl. The product is [CH2:24]([C:5]1[N:6]([CH2:9][C:10]2[CH:15]=[CH:14][C:13]([C:16]3[C:17]([C:22]#[N:23])=[CH:18][CH:19]=[CH:20][CH:21]=3)=[CH:12][CH:11]=2)[C:7](=[O:8])[C:2]([C:45]2[CH:44]=[CH:43][C:42]([O:41][C:40]([CH3:52])([CH3:51])[CH2:39][O:38][Si:31]([C:34]([CH3:37])([CH3:36])[CH3:35])([CH3:32])[CH3:33])=[CH:47][CH:46]=2)=[C:3]([CH:28]2[CH2:29][CH2:30]2)[N:4]=1)[CH2:25][CH2:26][CH3:27]. The yield is 0.800. (4) The reactants are [ClH:1].O1CCOCC1.[N:8]1[CH:13]=[CH:12][CH:11]=[C:10]([O:14][CH2:15][CH:16]2[CH2:21][N:20](C(OC(C)(C)C)=O)[CH2:19][CH2:18][N:17]2[C:29]([O:31][CH:32]2[CH2:37][CH2:36][N:35]([C:38]([O:40][CH2:41][C:42]3[CH:47]=[CH:46][CH:45]=[CH:44][CH:43]=3)=[O:39])[CH2:34][CH2:33]2)=[O:30])[CH:9]=1. The catalyst is CO. The product is [ClH:1].[ClH:1].[N:8]1[CH:13]=[CH:12][CH:11]=[C:10]([O:14][CH2:15][CH:16]2[CH2:21][NH:20][CH2:19][CH2:18][N:17]2[C:29]([O:31][CH:32]2[CH2:37][CH2:36][N:35]([C:38]([O:40][CH2:41][C:42]3[CH:47]=[CH:46][CH:45]=[CH:44][CH:43]=3)=[O:39])[CH2:34][CH2:33]2)=[O:30])[CH:9]=1. The yield is 1.00. (5) The reactants are [C:1]([C:4]1[C:22](=[O:23])[C@@:8]2([CH3:24])[C:9]3[C:15]([OH:16])=[CH:14][C:13]([O:17][CH3:18])=[C:12]([C:19](O)=[O:20])[C:10]=3[O:11][C:7]2=[CH:6][C:5]=1[OH:25])(=[O:3])[CH3:2].[CH3:26][NH:27][CH2:28][C:29]1[C:38]2[C:33](=[CH:34][CH:35]=[CH:36][CH:37]=2)[CH:32]=[CH:31][CH:30]=1.Cl.CN(C)C(C)CN=C=NCC.O.ON1C2C=CC=CC=2N=N1.[Cl-].[NH4+]. The catalyst is CN(C)C=O. The product is [C:1]([C:4]1[C:22](=[O:23])[C@@:8]2([CH3:24])[C:9]3[C:15]([OH:16])=[CH:14][C:13]([O:17][CH3:18])=[C:12]([C:19]([N:27]([CH3:26])[CH2:28][C:29]4[C:38]5[C:33](=[CH:34][CH:35]=[CH:36][CH:37]=5)[CH:32]=[CH:31][CH:30]=4)=[O:20])[C:10]=3[O:11][C:7]2=[CH:6][C:5]=1[OH:25])(=[O:3])[CH3:2]. The yield is 0.650.